This data is from Forward reaction prediction with 1.9M reactions from USPTO patents (1976-2016). The task is: Predict the product of the given reaction. Given the reactants [F:1][CH2:2][CH2:3][N:4]1[CH2:8][CH2:7][C@H:6]([N:9]([CH3:17])[C:10]2[CH:15]=[CH:14][C:13]([NH2:16])=[CH:12][CH:11]=2)[CH2:5]1.C(OC[N:26]1[C:30]2[N:31]=[C:32](NC3C=CC(OCCOC)=C(F)C=3)[N:33]=[C:34]([O:35][C:36]3[CH:41]=[CH:40][CH:39]=[C:38]([N+:42]([O-])=O)[CH:37]=3)[C:29]=2[CH:28]=[CH:27]1)(=O)C(C)(C)C.[C:58]([O-:61])([O-])=O.[K+].[K+].[CH:64]1(P(C2CCCCC2)C2C=CC=CC=2C2C(C(C)C)=CC(C(C)C)=CC=2C(C)C)CCCC[CH2:65]1, predict the reaction product. The product is: [F:1][CH2:2][CH2:3][N:4]1[CH2:8][CH2:7][C@H:6]([N:9]([CH3:17])[C:10]2[CH:15]=[CH:14][C:13]([NH:16][C:32]3[N:33]=[C:34]([O:35][C:36]4[CH:37]=[C:38]([NH:42][C:58](=[O:61])[CH:64]=[CH2:65])[CH:39]=[CH:40][CH:41]=4)[C:29]4[CH:28]=[CH:27][NH:26][C:30]=4[N:31]=3)=[CH:12][CH:11]=2)[CH2:5]1.